Dataset: Reaction yield outcomes from USPTO patents with 853,638 reactions. Task: Predict the reaction yield, written as a fraction of the theoretical maximum amount of product (1.0 means a 100% yield; for example, 0.34 means a 34% yield). (1) The reactants are [CH3:1][O:2][CH2:3][CH2:4][N:5]1[CH2:9][C@@H:8]([C:10]2[S:11][CH:12]=[CH:13][N:14]=2)[C@H:7]([NH2:15])[CH2:6]1.CCN(C(C)C)C(C)C.[C:25]1([N:31]2[C:35]([NH:36][C:37](=O)[O:38]C3C=CC=CC=3)=[C:34]3[CH2:46][CH2:47][CH2:48][C:33]3=[N:32]2)[CH2:30][CH2:29][CH:28]=[CH:27][CH:26]=1. The catalyst is C(Cl)Cl. The product is [CH3:1][O:2][CH2:3][CH2:4][N:5]1[CH2:9][C@@H:8]([C:10]2[S:11][CH:12]=[CH:13][N:14]=2)[C@H:7]([NH:15][C:37]([NH:36][C:35]2[N:31]([C:25]3[CH:26]=[CH:27][CH:28]=[CH:29][CH:30]=3)[N:32]=[C:33]3[CH2:48][CH2:47][CH2:46][C:34]=23)=[O:38])[CH2:6]1. The yield is 0.107. (2) The yield is 0.580. The product is [Br:1][C:2]1[CH:7]=[CH:6][C:5]2[C:8]3[N:9]([CH:10]=[C:11]([C:13]4[N:17]([CH:18]([CH3:20])[CH3:19])[N:16]=[CH:15][N:14]=4)[N:12]=3)[CH2:25][CH2:24][O:23][C:4]=2[CH:3]=1. The reactants are [Br:1][C:2]1[CH:7]=[CH:6][C:5]([C:8]2[NH:9][CH:10]=[C:11]([C:13]3[N:17]([CH:18]([CH3:20])[CH3:19])[N:16]=[CH:15][N:14]=3)[N:12]=2)=[C:4](F)[CH:3]=1.C1(=O)O[CH2:25][CH2:24][O:23]1.C(=O)([O-])[O-].[Cs+].[Cs+].O. The catalyst is CN(C=O)C.